Binary Classification. Given a drug SMILES string, predict its activity (active/inactive) in a high-throughput screening assay against a specified biological target. From a dataset of HIV replication inhibition screening data with 41,000+ compounds from the AIDS Antiviral Screen. The drug is Cc1nc2cccc(F)c2c(=O)n1C1CCCCNC1=O. The result is 0 (inactive).